From a dataset of Catalyst prediction with 721,799 reactions and 888 catalyst types from USPTO. Predict which catalyst facilitates the given reaction. Reactant: [CH2:1]([C@@H:8]([CH2:21][CH:22]=[CH2:23])[C:9]([NH:11][C@H:12]([C:15]1[CH:20]=[CH:19][CH:18]=[CH:17][CH:16]=1)[CH2:13][OH:14])=[O:10])[C:2]1[CH:7]=[CH:6][CH:5]=[CH:4][CH:3]=1.[C:24]([O:28][C:29](=[O:38])[CH2:30][C@H:31]([CH2:35][CH:36]=[CH2:37])[C:32](O)=[O:33])([CH3:27])([CH3:26])[CH3:25]. Product: [CH2:35]([C@@H:31]([CH2:30][C:29]([O:28][C:24]([CH3:27])([CH3:26])[CH3:25])=[O:38])[C:32]([O:14][CH2:13][C@H:12]([NH:11][C:9](=[O:10])[C@@H:8]([CH2:1][C:2]1[CH:3]=[CH:4][CH:5]=[CH:6][CH:7]=1)[CH2:21][CH:22]=[CH2:23])[C:15]1[CH:20]=[CH:19][CH:18]=[CH:17][CH:16]=1)=[O:33])[CH:36]=[CH2:37]. The catalyst class is: 2.